Dataset: NCI-60 drug combinations with 297,098 pairs across 59 cell lines. Task: Regression. Given two drug SMILES strings and cell line genomic features, predict the synergy score measuring deviation from expected non-interaction effect. (1) Drug 1: CC1C(C(=O)NC(C(=O)N2CCCC2C(=O)N(CC(=O)N(C(C(=O)O1)C(C)C)C)C)C(C)C)NC(=O)C3=C4C(=C(C=C3)C)OC5=C(C(=O)C(=C(C5=N4)C(=O)NC6C(OC(=O)C(N(C(=O)CN(C(=O)C7CCCN7C(=O)C(NC6=O)C(C)C)C)C)C(C)C)C)N)C. Drug 2: CC1=C(C=C(C=C1)C(=O)NC2=CC(=CC(=C2)C(F)(F)F)N3C=C(N=C3)C)NC4=NC=CC(=N4)C5=CN=CC=C5. Cell line: SF-268. Synergy scores: CSS=8.13, Synergy_ZIP=2.51, Synergy_Bliss=5.11, Synergy_Loewe=3.26, Synergy_HSA=3.41. (2) Drug 1: COC1=NC(=NC2=C1N=CN2C3C(C(C(O3)CO)O)O)N. Drug 2: C1CCC(C(C1)N)N.C(=O)(C(=O)[O-])[O-].[Pt+4]. Cell line: U251. Synergy scores: CSS=22.0, Synergy_ZIP=-8.63, Synergy_Bliss=-2.57, Synergy_Loewe=-23.7, Synergy_HSA=-1.98.